From a dataset of Experimentally validated miRNA-target interactions with 360,000+ pairs, plus equal number of negative samples. Binary Classification. Given a miRNA mature sequence and a target amino acid sequence, predict their likelihood of interaction. (1) The miRNA is mmu-miR-17-5p with sequence CAAAGUGCUUACAGUGCAGGUAG. The protein sequence of the target gene is MSGVRAVRISIESACEKQVQEVGLDGTETYLQPLSMSQNLARLAQRIDFSQGSGSEEEEAAGPDGDAPDWGGAGADQDDEEGLVKFQPSLWPWDSVRNNLRSALTEMCVLYDVLSIVRDKKFMTLDPVSQDALPPKQSPQTLQLISKKKSLAGAAQILLKGAERLTKSVAENQENKLQRDFNSELLRLRQHWKLRKVGDKILGDLSYRSAGSLFPHHGTFEVIKNTDIDLDKKIPEDYCPLDVQIPSDLEGSAYIKVSIQKQAPDIGDLGTVNLFKRPLPKSKPGSPHWQTKLEAAQNVL.... Result: 1 (interaction). (2) The miRNA is hsa-miR-4288 with sequence UUGUCUGCUGAGUUUCC. The protein sequence of the target gene is MPEPTKSAPAPKKGSKKAVTKAQKKDGKKRKRSRKESYSVYVYKVLKQVHPDTGISSKAMGIMNSFVNDIFERIAGEASRLAHYNKRSTITSREIQTAVRLLLPGELAKHAVSEGTKAVTKYTSSK. Result: 0 (no interaction). (3) The miRNA is hsa-miR-181d-5p with sequence AACAUUCAUUGUUGUCGGUGGGU. The protein sequence of the target gene is MGDVKESKMQITPETPGRIPVLNPFESPSDYSNLHEQTLASPSVFKSTKLPTPGKFRWSIDQLAVINPVEIDPEDIHRQALYLSHSRIDKDVEDKRQKAIEEFFTKDVIVPSPWTDHEGKQLSQCHSSKCTNINSDSPVGKKLTIHSEKSDAACQTLLSLPVDFNLENILGDYFRADEFADQSPGNLSSSSLRRKLFLDGNGSISDSLPSASPGSPHSGVQTSLEMFYSIDLSPVKCRSPLQTPSSGQFSSSPIQASAKKYSLGSITSPSPISSPTFSPIEFQIGETPLSEQRKFTVHSP.... Result: 1 (interaction). (4) The miRNA is hsa-miR-4709-3p with sequence UUGAAGAGGAGGUGCUCUGUAGC. The protein sequence of the target gene is MDSDDEMVEEAVEGHLDDDGLPHGFCTVTYSSTDRFEGNFVHGEKNGRGKFFFFDGSTLEGYYVDDALQGQGVYTYEDGGVLQGTYVDGELNGPAQEYDTDGRLIFKGQYKDNIRHGVCWIYYPDGGSLVGEVNEDGEMTGEKIAYVYPDERTALYGKFIDGEMIEGKLATLMSTEEGRPHFELMPGNSVYHFDKSTSSCISTNALLPDPYESERVYVAESLISSAGEGLFSKVAVGPNTVMSFYNGVRITHQEVDSRDWALNGNTLSLDEETVIDVPEPYNHVSKYCASLGHKANHSFT.... Result: 1 (interaction). (5) Result: 0 (no interaction). The protein sequence of the target gene is MALSEPILPSFATFASPCERGLQERWPRNEPEAGGTDEDLNNVLDFILSMGLDGLGAENPPEPPPQPPPPAFYYPEPGAPPPYSIPAASLGTELLRPDLDPPQGPALHGRFLLAPPGRLVKAEPPEVDGGGYGCAPGLAHGPRGLKLEGAPGATGACMRGPAGRPPPPPDTPPLSPDGPLRIPASGPRNPFPPPFGPGPSFGGPGPALHYGPPAPGAFGLFEDAAAAAAALGLAPPATRGLLTPPSSPLELLEAKPKRGRRSWPRKRAATHTCSYTNCGKTYTKSSHLKAHLRTHTGEKP.... The miRNA is hsa-miR-518e-5p with sequence CUCUAGAGGGAAGCGCUUUCUG. (6) The miRNA is mmu-miR-410-3p with sequence AAUAUAACACAGAUGGCCUGU. The protein sequence of the target gene is MALSLGWKAHRNHCGLLLQALRSSGLLLFPCGQCPWRGAGSFLDPEIKAFLEENTEVTSSGSLTPEIQLRLLTPRCKFWWERADLWPHSDPYWAIYWPGGQALSRYLLDNPDVVRGKSVLDLGSGCGATAIAAKMSGASRILANDIDPIAGMAITLNCELNRLNPFPILIQNILNLEQDKWDLVVLGDMFYDEDLADSLHQWLKKCFWTYRTRVLIGDPGRPQFSGHSIQHHLHKVVEYSLLESTRQENSGLTTSTVWGFQP. Result: 0 (no interaction). (7) The miRNA is hsa-miR-6134 with sequence UGAGGUGGUAGGAUGUAGA. The protein sequence of the target gene is MELVLVFLCSLLAPMVLASAAEKEKEMDPFHYDYQTLRIGGLVFAVVLFSVGILLILSRRCKCSFNQKPRAPGDEEAQVENLITANATEPQKAEN. Result: 1 (interaction).